This data is from Reaction yield outcomes from USPTO patents with 853,638 reactions. The task is: Predict the reaction yield, written as a fraction of the theoretical maximum amount of product (1.0 means a 100% yield; for example, 0.34 means a 34% yield). (1) The reactants are [CH:1]([C:3]1[CH:4]=[N:5][CH:6]=[CH:7][C:8]=1[NH:9]C(=O)C(C)(C)C)=[O:2]. The catalyst is Cl. The product is [NH2:9][C:8]1[C:3]([CH:1]=[O:2])=[CH:4][N:5]=[CH:6][CH:7]=1. The yield is 0.400. (2) The reactants are [OH:1][CH2:2][CH2:3][CH2:4][C@@H:5]1[N:10]([S:11]([C:14]2[CH:19]=[CH:18][CH:17]=[CH:16][CH:15]=2)(=[O:13])=[O:12])[CH2:9][CH2:8][N:7]([C:20]([O:22][CH2:23][C:24]2[CH:29]=[CH:28][CH:27]=[CH:26][CH:25]=2)=[O:21])[CH2:6]1.CC(OI1(OC(C)=O)(OC(C)=O)OC(=O)C2C=CC=CC1=2)=O. The catalyst is C(Cl)Cl.CCOC(C)=O. The product is [O:1]=[CH:2][CH2:3][CH2:4][C@@H:5]1[N:10]([S:11]([C:14]2[CH:19]=[CH:18][CH:17]=[CH:16][CH:15]=2)(=[O:13])=[O:12])[CH2:9][CH2:8][N:7]([C:20]([O:22][CH2:23][C:24]2[CH:29]=[CH:28][CH:27]=[CH:26][CH:25]=2)=[O:21])[CH2:6]1. The yield is 0.960. (3) The reactants are C(OC([N:8](C(OC(C)(C)C)=O)[C:9]1[N:10]=[CH:11][C:12]([C:20]([O:22][CH3:23])=[O:21])=[N:13][C:14]=1[O:15][CH2:16][CH:17]1[CH2:19][CH2:18]1)=O)(C)(C)C.O. The catalyst is CO. The product is [CH3:23][O:22][C:20]([C:12]1[CH:11]=[N:10][C:9]([NH2:8])=[C:14]([O:15][CH2:16][CH:17]2[CH2:19][CH2:18]2)[N:13]=1)=[O:21]. The yield is 0.722. (4) The catalyst is CO. The reactants are [F:1][C:2]1[CH:3]=[C:4]([CH:9]=[CH:10][C:11]=1[C:12]1[CH:13]=[C:14]2[C:19](=[CH:20][CH:21]=1)[C:18](=[O:22])[N:17]([CH2:23][CH2:24][N:25]1[CH2:29][CH2:28][CH2:27][C@H:26]1[CH3:30])[CH2:16][CH2:15]2)[C:5]([O:7]C)=[O:6]. The product is [F:1][C:2]1[CH:3]=[C:4]([CH:9]=[CH:10][C:11]=1[C:12]1[CH:13]=[C:14]2[C:19](=[CH:20][CH:21]=1)[C:18](=[O:22])[N:17]([CH2:23][CH2:24][N:25]1[CH2:29][CH2:28][CH2:27][C@H:26]1[CH3:30])[CH2:16][CH2:15]2)[C:5]([OH:7])=[O:6]. The yield is 0.800. (5) The reactants are [C:1]([C:4]1[C:9]([NH:10][C:11]([C:13]2([CH3:21])[CH2:18][O:17][C:16]([CH3:20])([CH3:19])[O:15][CH2:14]2)=O)=[CH:8][CH:7]=[CH:6][C:5]=1[C:22]1[CH:27]=[CH:26][CH:25]=[CH:24][CH:23]=1)(=[O:3])[NH2:2].C[O-].[Na+]. The catalyst is CO. The product is [C:22]1([C:5]2[CH:6]=[CH:7][CH:8]=[C:9]3[C:4]=2[C:1](=[O:3])[NH:2][C:11]([C:13]2([CH3:21])[CH2:18][O:17][C:16]([CH3:20])([CH3:19])[O:15][CH2:14]2)=[N:10]3)[CH:27]=[CH:26][CH:25]=[CH:24][CH:23]=1. The yield is 0.910. (6) The product is [Br:1][C:2]1[CH:3]=[C:4]([CH2:8][N:14]2[C:10](=[O:20])[C:11]3[C:12](=[CH:16][CH:17]=[CH:18][CH:19]=3)[C:13]2=[O:15])[CH:5]=[N:6][CH:7]=1. The yield is 0.823. The catalyst is C1COCC1. The reactants are [Br:1][C:2]1[CH:3]=[C:4]([CH2:8]O)[CH:5]=[N:6][CH:7]=1.[C:10]1(=[O:20])[NH:14][C:13](=[O:15])[C:12]2=[CH:16][CH:17]=[CH:18][CH:19]=[C:11]12.C1C=CC(P(C2C=CC=CC=2)C2C=CC=CC=2)=CC=1.CCOC(/N=N/C(OCC)=O)=O. (7) The reactants are C(NC(C)C)(C)C.[Li]CCCC.[F:13][C:14]1[N:19]=[CH:18][C:17]([C:20]2[S:21][CH:22]=[CH:23][N:24]=2)=[CH:16][CH:15]=1.[N:25]1[CH:30]=[CH:29][C:28]([C:31](=[O:33])[CH3:32])=[CH:27][CH:26]=1. The catalyst is C1COCC1. The product is [F:13][C:14]1[N:19]=[CH:18][C:17]([C:20]2[S:21][C:22]([C:31]([C:28]3[CH:29]=[CH:30][N:25]=[CH:26][CH:27]=3)([OH:33])[CH3:32])=[CH:23][N:24]=2)=[CH:16][CH:15]=1. The yield is 0.220. (8) The yield is 0.380. The product is [CH3:6][C:2]([OH:1])([CH3:7])[C:3]([N:39]1[CH2:38][CH2:37][C:36]([CH2:35][CH2:34][N:33]2[CH:28]3[CH2:29][CH2:30][CH:31]2[CH2:32][CH:26]([N:25]2[C:24]4[CH:48]=[CH:49][CH:50]=[CH:51][C:23]=4[N:22]=[C:21]2[CH3:20])[CH2:27]3)([C:42]2[CH:43]=[CH:44][CH:45]=[CH:46][CH:47]=2)[CH2:41][CH2:40]1)=[O:4]. The reactants are [OH:1][C:2]([CH3:7])([CH3:6])[C:3](O)=[O:4].C(N1C=CN=C1)(N1C=CN=C1)=O.[CH3:20][C:21]1[N:25]([CH:26]2[CH2:32][CH:31]3[N:33]([CH2:34][CH2:35][C:36]4([C:42]5[CH:47]=[CH:46][CH:45]=[CH:44][CH:43]=5)[CH2:41][CH2:40][NH:39][CH2:38][CH2:37]4)[CH:28]([CH2:29][CH2:30]3)[CH2:27]2)[C:24]2[CH:48]=[CH:49][CH:50]=[CH:51][C:23]=2[N:22]=1.C([O-])(O)=O.[Na+]. The catalyst is ClCCCl.